Dataset: Catalyst prediction with 721,799 reactions and 888 catalyst types from USPTO. Task: Predict which catalyst facilitates the given reaction. (1) Reactant: [O:1]1[CH:6]2[CH2:7][NH:8][CH2:9][CH:5]2[O:4][CH2:3][CH2:2]1.[C:10]([C:12]1[CH:13]=[C:14]([NH:19][C:20]2[C:29]3[C:24](=[CH:25][C:26]([O:35][CH3:36])=[C:27]([O:30][CH2:31][CH2:32][CH2:33]Cl)[CH:28]=3)[N:23]=[CH:22][N:21]=2)[CH:15]=[CH:16][C:17]=1[F:18])#[CH:11].C([O-])([O-])=O.[K+].[K+]. Product: [C:10]([C:12]1[CH:13]=[C:14]([NH:19][C:20]2[C:29]3[C:24](=[CH:25][C:26]([O:35][CH3:36])=[C:27]([O:30][CH2:31][CH2:32][CH2:33][N:8]4[CH2:7][CH:6]5[O:1][CH2:2][CH2:3][O:4][CH:5]5[CH2:9]4)[CH:28]=3)[N:23]=[CH:22][N:21]=2)[CH:15]=[CH:16][C:17]=1[F:18])#[CH:11]. The catalyst class is: 639. (2) Reactant: [CH3:1][O:2][CH2:3][CH2:4][N:5]1[C:14]2[C:9](=[CH:10][CH:11]=[C:12]([CH2:15]O)[CH:13]=2)[CH2:8][CH2:7][CH2:6]1.[NH:17]1[CH:21]=[C:20]([C:22]([O:24][CH2:25][CH3:26])=[O:23])[CH:19]=[N:18]1.C1(P(C2C=CC=CC=2)C2C=CC=CC=2)C=CC=CC=1.CCOC(/N=N/C(OCC)=O)=O.C1(C)C=CC=CC=1. Product: [CH3:1][O:2][CH2:3][CH2:4][N:5]1[C:14]2[C:9](=[CH:10][CH:11]=[C:12]([CH2:15][N:17]3[CH:21]=[C:20]([C:22]([O:24][CH2:25][CH3:26])=[O:23])[CH:19]=[N:18]3)[CH:13]=2)[CH2:8][CH2:7][CH2:6]1. The catalyst class is: 49. (3) The catalyst class is: 1. Product: [CH2:1]([N:8]1[C@@H:13]2[CH2:14][CH2:15][C@@:9]1([C:17]1[CH:22]=[CH:21][CH:20]=[CH:19][CH:18]=1)[C@H:10]([O:16][CH2:30][C:29]1[CH:32]=[C:33]([C:35]([F:37])([F:38])[F:36])[CH:34]=[C:27]([C:26]([F:25])([F:39])[F:40])[CH:28]=1)[CH2:11][CH2:12]2)[C:2]1[CH:3]=[CH:4][CH:5]=[CH:6][CH:7]=1. Reactant: [CH2:1]([N:8]1[C@@H:13]2[CH2:14][CH2:15][C@@:9]1([C:17]1[CH:22]=[CH:21][CH:20]=[CH:19][CH:18]=1)[C@H:10]([OH:16])[CH2:11][CH2:12]2)[C:2]1[CH:7]=[CH:6][CH:5]=[CH:4][CH:3]=1.[H-].[Na+].[F:25][C:26]([F:40])([F:39])[C:27]1[CH:28]=[C:29]([CH:32]=[C:33]([C:35]([F:38])([F:37])[F:36])[CH:34]=1)[CH2:30]Br.O. (4) Reactant: Br[CH:2]1[CH2:6][N:5]([S:7]([C:10]2[CH:15]=[CH:14][C:13]([CH3:16])=[CH:12][CH:11]=2)(=[O:9])=[O:8])[CH2:4][C:3]1=[O:17].[C:18](=[S:21])([NH2:20])[CH3:19]. Product: [CH3:19][C:18]1[S:21][CH:2]2[CH2:6][N:5]([S:7]([C:10]3[CH:15]=[CH:14][C:13]([CH3:16])=[CH:12][CH:11]=3)(=[O:9])=[O:8])[CH2:4][C:3]2([OH:17])[N:20]=1. The catalyst class is: 42. (5) Reactant: [Br:1][C:2]1[CH:3]=[C:4]2[C:9](=[CH:10][CH:11]=1)[N:8]([C:12](=[O:14])[CH3:13])[C@@H:7]([CH3:15])[CH2:6][NH:5]2.Cl[C:17](Cl)([O:19][C:20](=[O:26])OC(Cl)(Cl)Cl)Cl.[F:28][C:29]1[CH:34]=[C:33]([F:35])C=[CH:31][C:30]=1O.CO. Product: [C:12]([N:8]1[C:9]2[C:4](=[CH:3][C:2]([Br:1])=[CH:11][CH:10]=2)[N:5]([C:20]([O:19][C:17]2[CH:31]=[CH:30][C:29]([F:28])=[CH:34][C:33]=2[F:35])=[O:26])[CH2:6][C@@H:7]1[CH3:15])(=[O:14])[CH3:13]. The catalyst class is: 13.